This data is from Catalyst prediction with 721,799 reactions and 888 catalyst types from USPTO. The task is: Predict which catalyst facilitates the given reaction. (1) Reactant: C(OC([NH:8][CH2:9][CH2:10][O:11][C:12]1[CH:17]=[CH:16][C:15]([C@@H:18]([NH:23][S:24]([C:27]2[CH:32]=[CH:31][C:30]([O:33][CH2:34][C:35]#[C:36][CH3:37])=[CH:29][CH:28]=2)(=[O:26])=[O:25])[C:19]([O:21][CH3:22])=[O:20])=[CH:14][CH:13]=1)=O)(C)(C)C.FC(F)(F)C(O)=O. Product: [NH2:8][CH2:9][CH2:10][O:11][C:12]1[CH:17]=[CH:16][C:15]([C@@H:18]([NH:23][S:24]([C:27]2[CH:28]=[CH:29][C:30]([O:33][CH2:34][C:35]#[C:36][CH3:37])=[CH:31][CH:32]=2)(=[O:26])=[O:25])[C:19]([O:21][CH3:22])=[O:20])=[CH:14][CH:13]=1. The catalyst class is: 4. (2) Reactant: [CH2:1]([N:8]1[CH2:20][C@@H:19]2[C@H:10]([NH:11][C:12](=[O:22])[C:13]3[C:14]([CH3:21])=[CH:15][CH:16]=[CH:17][C:18]=32)[CH2:9]1)C1C=CC=CC=1.[C:23]1([CH2:29]C=O)[CH:28]=[CH:27][CH:26]=[CH:25][CH:24]=1. Product: [CH3:21][C:14]1[C:13]2[C:12](=[O:22])[NH:11][C@@H:10]3[CH2:9][N:8]([CH2:1][CH2:29][C:23]4[CH:28]=[CH:27][CH:26]=[CH:25][CH:24]=4)[CH2:20][C@H:19]3[C:18]=2[CH:17]=[CH:16][CH:15]=1. The catalyst class is: 19.